This data is from Forward reaction prediction with 1.9M reactions from USPTO patents (1976-2016). The task is: Predict the product of the given reaction. (1) Given the reactants [CH2:1]([NH:8][C:9](=[O:40])[CH2:10][CH2:11][C:12]#[C:13][C:14]1[CH:19]=[C:18]([C:20](O)([C:29]2[CH:34]=[CH:33][C:32]([O:35][CH3:36])=[CH:31][CH:30]=2)[C:21]2[CH:26]=[CH:25][C:24]([O:27][CH3:28])=[CH:23][CH:22]=2)[CH:17]=[CH:16][C:15]=1[O:38][CH3:39])[C:2]1[CH:7]=[CH:6][CH:5]=[CH:4][CH:3]=1.[SH:41][CH2:42][CH2:43][C:44]([OH:46])=[O:45].C(O)(C(F)(F)F)=O, predict the reaction product. The product is: [CH2:1]([NH:8][C:9](=[O:40])[CH2:10][CH2:11][C:12]#[C:13][C:14]1[CH:19]=[C:18]([C:20]([C:29]2[CH:34]=[CH:33][C:32]([O:35][CH3:36])=[CH:31][CH:30]=2)([C:21]2[CH:26]=[CH:25][C:24]([O:27][CH3:28])=[CH:23][CH:22]=2)[S:41][CH2:42][CH2:43][C:44]([OH:46])=[O:45])[CH:17]=[CH:16][C:15]=1[O:38][CH3:39])[C:2]1[CH:7]=[CH:6][CH:5]=[CH:4][CH:3]=1. (2) Given the reactants [Cl:1][C:2]1[CH:10]=[C:9]2[C:5]([C:6]([C:13]3[CH:18]=[CH:17][C:16]([CH3:19])=[C:15]([CH3:20])[CH:14]=3)(O)[C:7](=[O:11])[NH:8]2)=[CH:4][CH:3]=1.C([SiH](CC)CC)C.FC(F)(F)C(O)=O.C(=O)([O-])[O-].[Na+].[Na+], predict the reaction product. The product is: [Cl:1][C:2]1[CH:10]=[C:9]2[C:5]([CH:6]([C:13]3[CH:18]=[CH:17][C:16]([CH3:19])=[C:15]([CH3:20])[CH:14]=3)[C:7](=[O:11])[NH:8]2)=[CH:4][CH:3]=1. (3) Given the reactants [Cl:1][C:2]1[CH:7]=[CH:6][C:5]([CH2:8][NH:9][CH2:10][CH2:11][N:12]2[C:16]3=[N:17][CH:18]=[N:19][C:20]([NH2:21])=[C:15]3[C:14]([I:22])=[N:13]2)=[CH:4][CH:3]=1.[C:23](Cl)(=[O:26])[CH:24]=[CH2:25], predict the reaction product. The product is: [NH2:21][C:20]1[N:19]=[CH:18][N:17]=[C:16]2[N:12]([CH2:11][CH2:10][N:9]([CH2:8][C:5]3[CH:6]=[CH:7][C:2]([Cl:1])=[CH:3][CH:4]=3)[C:23](=[O:26])[CH:24]=[CH2:25])[N:13]=[C:14]([I:22])[C:15]=12. (4) Given the reactants Br[C:2]1[CH:10]=[C:9]2[C:5]([C:6]([O:17][CH3:18])=[N:7][N:8]2[C:11]2[CH:16]=[CH:15][CH:14]=[CH:13][CH:12]=2)=[CH:4][CH:3]=1.C(OC([N:26]1[CH2:30][CH2:29][CH:28]([N:31]2[CH2:36][CH2:35][NH:34][CH2:33][CH2:32]2)[CH2:27]1)=O)(C)(C)C.[ClH:37], predict the reaction product. The product is: [ClH:37].[CH3:18][O:17][C:6]1[C:5]2[C:9](=[CH:10][C:2]([N:34]3[CH2:33][CH2:32][N:31]([CH:28]4[CH2:29][CH2:30][NH:26][CH2:27]4)[CH2:36][CH2:35]3)=[CH:3][CH:4]=2)[N:8]([C:11]2[CH:16]=[CH:15][CH:14]=[CH:13][CH:12]=2)[N:7]=1. (5) Given the reactants [F:1][C:2]1[CH:3]=[C:4]([C:8]2[CH:16]=[CH:15][CH:14]=[C:13]3[C:9]=2[CH2:10][C:11](=[O:17])[NH:12]3)[CH:5]=[CH:6][CH:7]=1.[N:18]1([CH2:23][CH2:24][NH:25][C:26]([C:28]2[C:32]([CH3:33])=[C:31]([CH:34]=O)[NH:30][C:29]=2[CH3:36])=[O:27])[CH2:22][CH2:21][CH2:20][CH2:19]1, predict the reaction product. The product is: [N:18]1([CH2:23][CH2:24][NH:25][C:26]([C:28]2[C:32]([CH3:33])=[C:31]([CH:34]=[C:10]3[C:9]4[C:13](=[CH:14][CH:15]=[CH:16][C:8]=4[C:4]4[CH:5]=[CH:6][CH:7]=[C:2]([F:1])[CH:3]=4)[NH:12][C:11]3=[O:17])[NH:30][C:29]=2[CH3:36])=[O:27])[CH2:22][CH2:21][CH2:20][CH2:19]1.